This data is from Forward reaction prediction with 1.9M reactions from USPTO patents (1976-2016). The task is: Predict the product of the given reaction. Given the reactants Cl[CH2:2][CH2:3][CH2:4][O:5][C:6]1[CH:11]=[CH:10][C:9]([C:12]2[S:13][C:14]3[CH2:19][CH2:18][CH:17]([C:20]([N:22]4[CH2:27][CH2:26][CH2:25][CH2:24][CH2:23]4)=[O:21])[C:15]=3[N:16]=2)=[CH:8][CH:7]=1.[CH3:28][CH:29]1[CH2:33][CH2:32][CH2:31][NH:30]1, predict the reaction product. The product is: [CH3:28][CH:29]1[CH2:33][CH2:32][CH2:31][N:30]1[CH2:2][CH2:3][CH2:4][O:5][C:6]1[CH:11]=[CH:10][C:9]([C:12]2[S:13][C:14]3[CH2:19][CH2:18][CH:17]([C:20]([N:22]4[CH2:27][CH2:26][CH2:25][CH2:24][CH2:23]4)=[O:21])[C:15]=3[N:16]=2)=[CH:8][CH:7]=1.